From a dataset of Full USPTO retrosynthesis dataset with 1.9M reactions from patents (1976-2016). Predict the reactants needed to synthesize the given product. (1) The reactants are: Cl[C:2]1[N:7]=[C:6]([NH:8][C@H:9]([C:11]2[CH:16]=[CH:15][C:14]([Cl:17])=[CH:13][CH:12]=2)[CH3:10])[N:5]=[C:4]([N:18]2[CH2:23][CH2:22][N:21]([S:24]([CH3:27])(=[O:26])=[O:25])[CH2:20][CH2:19]2)[CH:3]=1.[NH2:28][C:29]1[CH:34]=[N:33][CH:32]=[CH:31][N:30]=1.C1(P(C2CCCCC2)C2C=CC=CC=2C2C(C(C)C)=CC(C(C)C)=CC=2C(C)C)CCCCC1.CC(C)([O-])C.[Na+]. Given the product [Cl:17][C:14]1[CH:15]=[CH:16][C:11]([C@@H:9]([NH:8][C:6]2[N:7]=[C:2]([NH:28][C:29]3[CH:34]=[N:33][CH:32]=[CH:31][N:30]=3)[CH:3]=[C:4]([N:18]3[CH2:23][CH2:22][N:21]([S:24]([CH3:27])(=[O:25])=[O:26])[CH2:20][CH2:19]3)[N:5]=2)[CH3:10])=[CH:12][CH:13]=1, predict the reactants needed to synthesize it. (2) Given the product [Cl:1][C:2]1[C:7]([F:8])=[C:6]([O:19][CH3:18])[N:5]=[C:4]([C:10]2[CH:15]=[CH:14][C:13]([O:16][CH3:17])=[CH:12][N:11]=2)[N:3]=1, predict the reactants needed to synthesize it. The reactants are: [Cl:1][C:2]1[C:7]([F:8])=[C:6](Cl)[N:5]=[C:4]([C:10]2[CH:15]=[CH:14][C:13]([O:16][CH3:17])=[CH:12][N:11]=2)[N:3]=1.[CH3:18][O-:19].[Na+].Cl. (3) Given the product [Cl:23][C:18]1[CH:19]=[CH:20][CH:21]=[CH:22][C:17]=1[O:16][C:14]1[CH2:15][N:11]([CH:4]([CH2:5][CH2:6][C:7]([CH3:8])([CH3:9])[CH3:10])[C:3]([OH:25])=[O:2])[C:12](=[O:24])[CH:13]=1, predict the reactants needed to synthesize it. The reactants are: C[O:2][C:3](=[O:25])[CH:4]([N:11]1[CH2:15][C:14]([O:16][C:17]2[CH:22]=[CH:21][CH:20]=[CH:19][C:18]=2[Cl:23])=[CH:13][C:12]1=[O:24])[CH2:5][CH2:6][C:7]([CH3:10])([CH3:9])[CH3:8].O.[OH-].[Li+].Cl. (4) Given the product [N+:14]([C:17]1[CH:18]=[CH:19][C:20]([CH2:21][O:22]/[N:23]=[C:10](/[C:4]2[CH:5]=[CH:6][C:7]([O:8][CH3:9])=[C:2]([OH:1])[CH:3]=2)\[CH3:11])=[CH:24][CH:25]=1)([O-:16])=[O:15], predict the reactants needed to synthesize it. The reactants are: [OH:1][C:2]1[CH:3]=[C:4]([C:10](=O)[CH3:11])[CH:5]=[CH:6][C:7]=1[O:8][CH3:9].Cl.[N+:14]([C:17]1[CH:25]=[CH:24][C:20]([CH2:21][O:22][NH2:23])=[CH:19][CH:18]=1)([O-:16])=[O:15].N1C=CC=CC=1. (5) Given the product [C:31]([NH:3][CH:4]([C:16]1[CH:17]=[CH:18][C:19]([O:22][CH3:23])=[CH:20][CH:21]=1)[C:5]([O:7][C@@H:8]1[CH:13]2[CH2:12][CH2:11][N:10]([CH2:15][CH2:14]2)[CH2:9]1)=[O:6])(=[O:38])[C:32]1[CH:37]=[CH:36][CH:35]=[CH:34][CH:33]=1, predict the reactants needed to synthesize it. The reactants are: Cl.Cl.[NH2:3][CH:4]([C:16]1[CH:21]=[CH:20][C:19]([O:22][CH3:23])=[CH:18][CH:17]=1)[C:5]([O:7][C@@H:8]1[CH:13]2[CH2:14][CH2:15][N:10]([CH2:11][CH2:12]2)[CH2:9]1)=[O:6].C(N(CC)CC)C.[C:31](Cl)(=[O:38])[C:32]1[CH:37]=[CH:36][CH:35]=[CH:34][CH:33]=1. (6) Given the product [Cl:8][C:9]1[CH:10]=[C:11]([CH:30]=[CH:31][C:32]=1[F:33])[NH:12][C:13]1[C:22]2[C:17](=[CH:18][C:19]([O:29][CH2:37][CH2:36][O:35][CH3:34])=[CH:20][C:21]=2[O:23][CH:24]2[CH2:28][CH2:27][O:26][CH2:25]2)[N:16]=[CH:15][N:14]=1, predict the reactants needed to synthesize it. The reactants are: FC(F)(F)C(O)=O.[Cl:8][C:9]1[CH:10]=[C:11]([CH:30]=[CH:31][C:32]=1[F:33])[NH:12][C:13]1[C:22]2[C:17](=[CH:18][C:19]([OH:29])=[CH:20][C:21]=2[O:23][CH:24]2[CH2:28][CH2:27][O:26][CH2:25]2)[N:16]=[CH:15][N:14]=1.[CH3:34][O:35][CH2:36][CH2:37]Br. (7) Given the product [O:1]1[CH2:5][CH2:4][CH2:3][CH:2]1[C:6]1[C:14]2[C:13]([C:15]3[CH:16]=[C:17]([NH:18][C:41](=[O:42])[C:40]([CH3:44])=[CH2:39])[CH:19]=[CH:20][CH:21]=3)=[N:12][CH:11]=[N:10][C:9]=2[N:8]([CH2:22][O:23][CH2:24][CH2:25][Si:26]([CH3:29])([CH3:28])[CH3:27])[CH:7]=1, predict the reactants needed to synthesize it. The reactants are: [O:1]1[CH2:5][CH2:4][CH2:3][CH:2]1[C:6]1[C:14]2[C:13]([C:15]3[CH:16]=[C:17]([CH:19]=[CH:20][CH:21]=3)[NH2:18])=[N:12][CH:11]=[N:10][C:9]=2[N:8]([CH2:22][O:23][CH2:24][CH2:25][Si:26]([CH3:29])([CH3:28])[CH3:27])[CH:7]=1.CCN(C(C)C)C(C)C.[CH3:39][C:40](=[CH2:44])[C:41](Cl)=[O:42]. (8) Given the product [Cl:15][C:10]1[CH:9]=[C:8]([C:4]2[N:5]=[N:6][CH:7]=[C:2]([CH2:21][O:22][CH2:23][O:24][CH3:25])[CH:3]=2)[CH:13]=[CH:12][C:11]=1[F:14], predict the reactants needed to synthesize it. The reactants are: Cl[C:2]1[CH:3]=[C:4]([C:8]2[CH:13]=[CH:12][C:11]([F:14])=[C:10]([Cl:15])[CH:9]=2)[N:5]=[N:6][CH:7]=1.C([Sn](CCCC)(CCCC)[CH2:21][O:22][CH2:23][O:24][CH3:25])CCC.C(OCC)(=O)C.O.